The task is: Predict which catalyst facilitates the given reaction.. This data is from Catalyst prediction with 721,799 reactions and 888 catalyst types from USPTO. (1) Reactant: [NH2:1][C:2]1[C:3]([C:12]([N:14]2[CH2:25][CH2:24][CH2:23][C@@H:15]2[C:16]([O:18][C:19]([CH3:22])([CH3:21])[CH3:20])=[O:17])=[O:13])=[CH:4][C:5]2[C:10]([CH:11]=1)=[CH:9][CH:8]=[CH:7][CH:6]=2.[N:26]([C:29]1[C:34]([CH3:35])=[CH:33][C:32]([CH3:36])=[CH:31][C:30]=1[CH3:37])=[C:27]=[O:28]. Product: [CH3:35][C:34]1[CH:33]=[C:32]([CH3:36])[CH:31]=[C:30]([CH3:37])[C:29]=1[NH:26][C:27]([NH:1][C:2]1[C:3]([C:12]([N:14]2[CH2:25][CH2:24][CH2:23][C@@H:15]2[C:16]([O:18][C:19]([CH3:20])([CH3:21])[CH3:22])=[O:17])=[O:13])=[CH:4][C:5]2[C:10]([CH:11]=1)=[CH:9][CH:8]=[CH:7][CH:6]=2)=[O:28]. The catalyst class is: 17. (2) Product: [F:16][C:17]1[CH:22]=[C:21]([F:23])[CH:20]=[CH:19][C:18]=1[C:2]1[CH:11]=[CH:10][C:5]([C:6]([O:8][CH3:9])=[O:7])=[C:4]([O:12][CH:13]([CH3:15])[CH3:14])[CH:3]=1. Reactant: I[C:2]1[CH:11]=[CH:10][C:5]([C:6]([O:8][CH3:9])=[O:7])=[C:4]([O:12][CH:13]([CH3:15])[CH3:14])[CH:3]=1.[F:16][C:17]1[CH:22]=[C:21]([F:23])[CH:20]=[CH:19][C:18]=1B(O)O.C1(P(C2CCCCC2)C2C=CC=CC=2C2C(OC)=CC=CC=2OC)CCCCC1.C(=O)([O-])[O-].[Na+].[Na+]. The catalyst class is: 187. (3) Reactant: [F:1][CH:2]([F:5])[CH2:3][NH2:4].[C:6]([SiH2:10][O:11][C:12]([CH3:23])([CH3:22])[C:13]1[CH:14]=[C:15]([CH:18]=[CH:19][C:20]=1[Cl:21])[CH:16]=O)([CH3:9])([CH3:8])[CH3:7].[BH4-].[Na+]. Product: [C:6]([SiH2:10][O:11][C:12]([CH3:23])([CH3:22])[C:13]1[CH:14]=[C:15]([CH:18]=[CH:19][C:20]=1[Cl:21])[CH2:16][NH:4][CH2:3][CH:2]([F:5])[F:1])([CH3:9])([CH3:7])[CH3:8]. The catalyst class is: 5. (4) Reactant: [C:1]([O:4][C:5]1[CH:10]=[CH:9][C:8]([P:11]([O:22][CH2:23][CH3:24])([CH2:13][P:14]([O:19][CH2:20][CH3:21])([O:16][CH2:17][CH3:18])=[O:15])=[O:12])=[CH:7][C:6]=1[C:25]([CH3:31])([CH3:30])[CH2:26][C:27](O)=[O:28])(=[O:3])[CH3:2].[CH3:32][CH:33]1[NH:38][CH2:37][CH2:36][N:35]([C:39]2[C:44]([O:45][CH3:46])=[C:43]3[N:47]([CH:55]4[CH2:57][CH2:56]4)[CH:48]=[C:49]([C:52]([OH:54])=[O:53])[C:50](=[O:51])[C:42]3=[CH:41][C:40]=2[F:58])[CH2:34]1.C(N(C(C)C)CC)(C)C.CN(C(ON1N=NC2C=CC=CC1=2)=[N+](C)C)C.F[P-](F)(F)(F)(F)F. Product: [C:1]([O:4][C:5]1[CH:10]=[CH:9][C:8]([P:11]([O:22][CH2:23][CH3:24])([CH2:13][P:14]([O:16][CH2:17][CH3:18])([O:19][CH2:20][CH3:21])=[O:15])=[O:12])=[CH:7][C:6]=1[C:25]([CH3:31])([CH3:30])[CH2:26][C:27]([N:38]1[CH2:37][CH2:36][N:35]([C:39]2[C:44]([O:45][CH3:46])=[C:43]3[C:42]([C:50](=[O:51])[C:49]([C:52]([OH:54])=[O:53])=[CH:48][N:47]3[CH:55]3[CH2:57][CH2:56]3)=[CH:41][C:40]=2[F:58])[CH2:34][CH:33]1[CH3:32])=[O:28])(=[O:3])[CH3:2]. The catalyst class is: 31. (5) Reactant: [Cl:1][C:2]1[CH:3]=[N+:4]([O-:27])[CH:5]=[C:6]([Cl:26])[C:7]=1[CH2:8][C@@H:9]([C:11]1[CH:16]=[CH:15][C:14]([O:17][CH:18]([F:20])[F:19])=[C:13]([O:21][CH2:22][CH:23]2[CH2:25][CH2:24]2)[CH:12]=1)[OH:10].C(Cl)CCl.[CH3:32][O:33][C:34]1[CH:42]=[CH:41][C:40]([CH2:43][NH:44][S:45]([CH3:48])(=[O:47])=[O:46])=[CH:39][C:35]=1[C:36](O)=[O:37]. Product: [Cl:1][C:2]1[CH:3]=[N+:4]([O-:27])[CH:5]=[C:6]([Cl:26])[C:7]=1[CH2:8][C@@H:9]([C:11]1[CH:16]=[CH:15][C:14]([O:17][CH:18]([F:20])[F:19])=[C:13]([O:21][CH2:22][CH:23]2[CH2:25][CH2:24]2)[CH:12]=1)[O:10][C:36](=[O:37])[C:35]1[CH:39]=[C:40]([CH2:43][NH:44][S:45]([CH3:48])(=[O:47])=[O:46])[CH:41]=[CH:42][C:34]=1[O:33][CH3:32]. The catalyst class is: 79. (6) Reactant: C(N(C(C)C)CC)(C)C.CCCP1(OP(CCC)(=O)OP(CCC)(=O)O1)=O.[Cl:28][C:29]1[CH:34]=[CH:33][C:32]([C:35]2[N:36]=[C:37]3[CH:42]=[CH:41][C:40]([C:43]([O-])=[O:44])=[CH:39][N:38]3[C:46]=2[CH2:47][OH:48])=[CH:31][CH:30]=1.[Na+].[CH3:50][N:51]1[CH2:56][CH2:55][NH:54][CH2:53][CH2:52]1. Product: [Cl:28][C:29]1[CH:30]=[CH:31][C:32]([C:35]2[N:36]=[C:37]3[CH:42]=[CH:41][C:40]([C:43]([N:54]4[CH2:55][CH2:56][N:51]([CH3:50])[CH2:52][CH2:53]4)=[O:44])=[CH:39][N:38]3[C:46]=2[CH2:47][OH:48])=[CH:33][CH:34]=1. The catalyst class is: 656.